From a dataset of Full USPTO retrosynthesis dataset with 1.9M reactions from patents (1976-2016). Predict the reactants needed to synthesize the given product. (1) Given the product [C:1]12([C:11]3[C:12]([O:19][CH2:20][C:21]4[CH:26]=[CH:25][CH:24]=[CH:23][CH:22]=4)=[CH:13][C:14]([CH3:18])=[C:15]([Br:17])[CH:16]=3)[CH2:2][CH:3]3[CH2:9][CH:7]([CH2:6][CH:5]([CH2:4]3)[CH2:10]1)[CH2:8]2, predict the reactants needed to synthesize it. The reactants are: [C:1]12([C:11]3[CH:16]=[C:15]([Br:17])[C:14]([CH3:18])=[CH:13][C:12]=3[OH:19])[CH2:10][CH:5]3[CH2:6][CH:7]([CH2:9][CH:3]([CH2:4]3)[CH2:2]1)[CH2:8]2.[CH2:20](Br)[C:21]1[CH:26]=[CH:25][CH:24]=[CH:23][CH:22]=1.C([O-])([O-])=O.[K+].[K+]. (2) Given the product [C:18]([O:8][CH2:7][C@@H:6]1[O:9][CH2:5]1)(=[O:22])[CH2:19][CH2:20][CH3:21], predict the reactants needed to synthesize it. The reactants are: C(Cl)Cl.Cl[CH2:5][C@@H:6]([OH:9])[CH2:7][OH:8].[O-]P([O-])([O-])=O.[K+].[K+].[K+].[C:18](O[C:18](=[O:22])[CH2:19][CH2:20][CH3:21])(=[O:22])[CH2:19][CH2:20][CH3:21]. (3) Given the product [C:1]([O:5][C:6]([NH:8][CH2:9][C:10]1[CH:11]=[N:12][C:13]([C:24]#[C:23][CH:17]2[CH2:22][CH2:21][CH2:20][CH2:19][CH2:18]2)=[CH:14][CH:15]=1)=[O:7])([CH3:4])([CH3:3])[CH3:2], predict the reactants needed to synthesize it. The reactants are: [C:1]([O:5][C:6]([NH:8][CH2:9][C:10]1[CH:11]=[N:12][C:13](Cl)=[CH:14][CH:15]=1)=[O:7])([CH3:4])([CH3:3])[CH3:2].[CH:17]1([C:23]#[CH:24])[CH2:22][CH2:21][CH2:20][CH2:19][CH2:18]1.C(N(CC)CC)C.C1COCC1. (4) Given the product [C:1]([C:3]1[CH:8]=[CH:7][C:6]([CH:9]([CH3:18])[C:10]([O:12][CH2:13][CH3:14])=[O:11])=[CH:5][CH:4]=1)#[N:2], predict the reactants needed to synthesize it. The reactants are: [C:1]([C:3]1[CH:8]=[CH:7][C:6]([CH2:9][C:10]([O:12][CH2:13][CH3:14])=[O:11])=[CH:5][CH:4]=1)#[N:2].[H-].[Na+].I[CH3:18]. (5) Given the product [Cl:12][C:13]1[CH:18]=[C:17]([N+:19]([O-:21])=[O:20])[CH:16]=[C:15]([Cl:22])[C:14]=1[S:9][C:6]1[CH:5]=[CH:4][C:3]([C:2]([F:1])([F:10])[F:11])=[CH:8][CH:7]=1, predict the reactants needed to synthesize it. The reactants are: [F:1][C:2]([F:11])([F:10])[C:3]1[CH:8]=[CH:7][C:6]([SH:9])=[CH:5][CH:4]=1.[Cl:12][C:13]1[CH:18]=[C:17]([N+:19]([O-:21])=[O:20])[CH:16]=[C:15]([Cl:22])[C:14]=1F.C(=O)([O-])[O-].[K+].[K+]. (6) Given the product [CH2:1]([O:3][C:4](=[O:31])[CH2:5][C:6]1[CH:11]=[CH:10][C:9]([O:12][CH3:13])=[C:8]([C:14]2[CH:22]=[CH:21][C:20]([F:23])=[C:19]3[C:15]=2[CH2:16][NH:17][CH2:18]3)[CH:7]=1)[CH3:2], predict the reactants needed to synthesize it. The reactants are: [CH2:1]([O:3][C:4](=[O:31])[CH2:5][C:6]1[CH:11]=[CH:10][C:9]([O:12][CH3:13])=[C:8]([C:14]2[CH:22]=[CH:21][C:20]([F:23])=[C:19]3[C:15]=2[CH2:16][N:17](CC2C=CC=CC=2)[CH2:18]3)[CH:7]=1)[CH3:2]. (7) Given the product [Cl:16][C:12]1[C:6]2[CH:5]=[N:4][C:3]([S:2][CH3:1])=[N:8][C:7]=2[CH:9]=[CH:10][N:11]=1, predict the reactants needed to synthesize it. The reactants are: [CH3:1][S:2][C:3]1[N:4]=[CH:5][C:6]2[C:12](=O)[NH:11][CH:10]=[CH:9][C:7]=2[N:8]=1.P(Cl)(Cl)([Cl:16])=O.